From a dataset of Forward reaction prediction with 1.9M reactions from USPTO patents (1976-2016). Predict the product of the given reaction. (1) Given the reactants [ClH:1].Cl.[C:3]([C:6]1[CH:7]=[C:8](/[CH:12]=[CH:13]/[CH2:14][N:15]([C:19]2[CH:24]=[CH:23][C:22]([O:25][CH:26]3[CH2:31][CH2:30][NH:29][CH2:28][CH2:27]3)=[CH:21][CH:20]=2)[C:16](=[O:18])[CH3:17])[CH:9]=[CH:10][CH:11]=1)(=[NH:5])[NH2:4].Cl.[C:33](=[NH:38])(OCC)[CH3:34].C(N(CC)CC)C.Cl, predict the reaction product. The product is: [ClH:1].[ClH:1].[C:33]([N:29]1[CH2:28][CH2:27][CH:26]([O:25][C:22]2[CH:21]=[CH:20][C:19]([N:15]([CH2:14]/[CH:13]=[CH:12]/[C:8]3[CH:9]=[CH:10][CH:11]=[C:6]([C:3](=[NH:4])[NH2:5])[CH:7]=3)[C:16](=[O:18])[CH3:17])=[CH:24][CH:23]=2)[CH2:31][CH2:30]1)(=[NH:38])[CH3:34]. (2) Given the reactants [F:1][C:2]([F:24])([F:23])[C:3]1[CH:22]=[CH:21][CH:20]=[CH:19][C:4]=1[O:5][CH:6]1[CH2:10][CH2:9][N:8]([C:11]2[S:12][C:13]([C:16]([NH2:18])=O)=[CH:14][N:15]=2)[CH2:7]1.C(N(CC)CC)C.S(OS(C(F)(F)F)(=O)=O)(C(F)(F)F)(=O)=O, predict the reaction product. The product is: [F:23][C:2]([F:1])([F:24])[C:3]1[CH:22]=[CH:21][CH:20]=[CH:19][C:4]=1[O:5][CH:6]1[CH2:10][CH2:9][N:8]([C:11]2[S:12][C:13]([C:16]#[N:18])=[CH:14][N:15]=2)[CH2:7]1. (3) Given the reactants N([O-])=O.[Na+].[Cl:5][C:6]1[CH:33]=[CH:32][CH:31]=[CH:30][C:7]=1[O:8][C:9]1[N:17]=[C:16]([C:18]2[CH:23]=[CH:22][C:21]([CH3:24])=[C:20]([F:25])[CH:19]=2)[CH:15]=[C:14]([C:26]([F:29])([F:28])[F:27])[C:10]=1[C:11](N)=[O:12].[OH2:34].Cl, predict the reaction product. The product is: [Cl:5][C:6]1[CH:33]=[CH:32][CH:31]=[CH:30][C:7]=1[O:8][C:9]1[N:17]=[C:16]([C:18]2[CH:23]=[CH:22][C:21]([CH3:24])=[C:20]([F:25])[CH:19]=2)[CH:15]=[C:14]([C:26]([F:27])([F:28])[F:29])[C:10]=1[C:11]([OH:34])=[O:12]. (4) Given the reactants Cl[C:2]([O:4][CH:5]([Cl:7])[CH3:6])=[O:3].[CH3:8][CH:9]1[NH:14][CH2:13][CH2:12][N:11]([C:15]2[C:20]([O:21][CH3:22])=[C:19]3[N:23]([CH:31]4[CH2:33][CH2:32]4)[CH:24]=[C:25]([C:28]([OH:30])=[O:29])[C:26](=[O:27])[C:18]3=[CH:17][C:16]=2[F:34])[CH2:10]1.CN(C1C2C(N(C)C)=CC=CC=2C=CC=1)C, predict the reaction product. The product is: [Cl:7][CH:5]([O:4][C:2]([N:14]1[CH2:13][CH2:12][N:11]([C:15]2[C:20]([O:21][CH3:22])=[C:19]3[C:18]([C:26](=[O:27])[C:25]([C:28]([OH:30])=[O:29])=[CH:24][N:23]3[CH:31]3[CH2:32][CH2:33]3)=[CH:17][C:16]=2[F:34])[CH2:10][CH:9]1[CH3:8])=[O:3])[CH3:6]. (5) Given the reactants CN(C(ON1N=NC2C=CC=NC1=2)=[N+](C)C)C.F[P-](F)(F)(F)(F)F.[CH3:25][O:26][C:27]1[CH:32]=[CH:31][CH:30]=[CH:29][C:28]=1[C:33]1[CH:38]=[CH:37][C:36]([C:39]([OH:41])=O)=[C:35]([N+:42]([O-:44])=[O:43])[CH:34]=1.Cl.[CH3:46][C:47]([O:50][C@H:51]([CH3:58])[C@@H:52]([C:54]([O:56][CH3:57])=[O:55])[NH2:53])([CH3:49])[CH3:48].C(N(C(C)C)CC)(C)C, predict the reaction product. The product is: [CH3:49][C:47]([O:50][C@H:51]([CH3:58])[C@@H:52]([C:54]([O:56][CH3:57])=[O:55])[NH:53][C:39]([C:36]1[CH:37]=[CH:38][C:33]([C:28]2[CH:29]=[CH:30][CH:31]=[CH:32][C:27]=2[O:26][CH3:25])=[CH:34][C:35]=1[N+:42]([O-:44])=[O:43])=[O:41])([CH3:46])[CH3:48].